Regression/Classification. Given a drug SMILES string, predict its absorption, distribution, metabolism, or excretion properties. Task type varies by dataset: regression for continuous measurements (e.g., permeability, clearance, half-life) or binary classification for categorical outcomes (e.g., BBB penetration, CYP inhibition). Dataset: cyp2c19_veith. From a dataset of CYP2C19 inhibition data for predicting drug metabolism from PubChem BioAssay. (1) The molecule is CCC/C=C(\CCC)C(NS(=O)(=O)c1ccccc1)c1ccc(C(F)(F)F)cc1. The result is 1 (inhibitor). (2) The drug is C=CCn1c(Cc2ccc(OC)cc2)nnc1SCC(=O)c1cccc([N+](=O)[O-])c1. The result is 1 (inhibitor). (3) The molecule is CCCn1c(C)nc2c(c1=O)c1nc3ccccc3nc1n2CCC1=CCCCC1. The result is 1 (inhibitor). (4) The drug is CSc1nc(C)c(CCOC(=O)c2ccccc2)c(=O)[nH]1. The result is 1 (inhibitor). (5) The molecule is O=C(O)C1=C/C(=C(/c2ccccc2)c2cc(C(=O)O)c(O)c3ccccc23)c2ccccc2C1=O.[Na]. The result is 0 (non-inhibitor). (6) The compound is CCOc1ccc(-n2c(N)c(C(=O)NCC3CCCO3)sc2=S)cc1. The result is 1 (inhibitor). (7) The result is 0 (non-inhibitor). The drug is CCN(CC)C(=O)Cn1cnc([N+](=O)[O-])n1. (8) The molecule is COC(=O)N1CCC2(CCN(CC(C)C)CC2)CC1. The result is 0 (non-inhibitor). (9) The molecule is CCOc1ccc(NC(=O)c2oc3ccccc3c2NC(=O)CC)cc1. The result is 1 (inhibitor). (10) The drug is N#Cc1cccc(-c2ccc3ncnc(NCc4cccnc4)c3c2)c1. The result is 1 (inhibitor).